Dataset: NCI-60 drug combinations with 297,098 pairs across 59 cell lines. Task: Regression. Given two drug SMILES strings and cell line genomic features, predict the synergy score measuring deviation from expected non-interaction effect. (1) Drug 1: CC1C(C(CC(O1)OC2CC(CC3=C2C(=C4C(=C3O)C(=O)C5=C(C4=O)C(=CC=C5)OC)O)(C(=O)C)O)N)O.Cl. Drug 2: C1CN(CCN1C(=O)CCBr)C(=O)CCBr. Cell line: ACHN. Synergy scores: CSS=69.3, Synergy_ZIP=3.11, Synergy_Bliss=5.51, Synergy_Loewe=-9.37, Synergy_HSA=6.31. (2) Drug 1: C1CCC(C1)C(CC#N)N2C=C(C=N2)C3=C4C=CNC4=NC=N3. Drug 2: CC1=C2C(C(=O)C3(C(CC4C(C3C(C(C2(C)C)(CC1OC(=O)C(C(C5=CC=CC=C5)NC(=O)OC(C)(C)C)O)O)OC(=O)C6=CC=CC=C6)(CO4)OC(=O)C)OC)C)OC. Cell line: SK-MEL-2. Synergy scores: CSS=54.4, Synergy_ZIP=13.5, Synergy_Bliss=13.5, Synergy_Loewe=-24.1, Synergy_HSA=10.3.